Dataset: Forward reaction prediction with 1.9M reactions from USPTO patents (1976-2016). Task: Predict the product of the given reaction. Given the reactants [O:1]1[C:5]([C:6]2[CH:14]=[CH:13][C:9]([C:10]([OH:12])=O)=[CH:8][N:7]=2)=[CH:4][N:3]=[CH:2]1.C(N1C=CN=C1)(N1C=CN=C1)=O.[NH2:27][C:28]1[C:36]([NH2:37])=[CH:35][CH:34]=[CH:33][C:29]=1[C:30]([NH2:32])=[O:31], predict the reaction product. The product is: [NH2:27][C:28]1[C:29]([C:30](=[O:31])[NH2:32])=[CH:33][CH:34]=[CH:35][C:36]=1[NH:37][C:10](=[O:12])[C:9]1[CH:13]=[CH:14][C:6]([C:5]2[O:1][CH:2]=[N:3][CH:4]=2)=[N:7][CH:8]=1.